Task: Predict the reaction yield, written as a fraction of the theoretical maximum amount of product (1.0 means a 100% yield; for example, 0.34 means a 34% yield).. Dataset: Reaction yield outcomes from USPTO patents with 853,638 reactions The reactants are S(O)(O)(=O)=O.[CH3:6][S:7][C:8](=[NH:10])[NH2:9].[CH3:6][S:7][C:8](=[NH:10])[NH2:9].[O-]CC.[Na+].[C:20]([O:24][C:25]([N:27]1[CH2:31][C:30](=O)[C:29](=[CH:33]N(C)C)[CH2:28]1)=[O:26])([CH3:23])([CH3:22])[CH3:21]. The catalyst is C(O)C. The product is [CH3:6][S:7][C:8]1[N:9]=[CH:33][C:29]2[CH2:28][N:27]([C:25]([O:24][C:20]([CH3:23])([CH3:22])[CH3:21])=[O:26])[CH2:31][C:30]=2[N:10]=1. The yield is 0.760.